The task is: Predict the product of the given reaction.. This data is from Forward reaction prediction with 1.9M reactions from USPTO patents (1976-2016). (1) Given the reactants [CH3:1][N:2]1[C@@H:12]2[CH2:13][C:14]3[CH:19]=[CH:18][C:17]([OH:20])=[C:16]4[O:21][C@H:6]5[C:7]([CH:9]=[CH:10][C@:11]2([OH:22])[C@:5]5([C:15]=34)[CH2:4][CH2:3]1)=[O:8].[CH2:23](I)[CH:24](C)[CH3:25].C([O-])(O)=O.[Na+], predict the reaction product. The product is: [CH2:1]([N:2]1[CH2:3][CH2:4][C@:5]23[C:15]4[C:16]5[O:21][C@H:6]2[C:7](=[O:8])[CH2:9][CH2:10][C@@:11]3([OH:22])[C@H:12]1[CH2:13][C:14]=4[CH:19]=[CH:18][C:17]=5[OH:20])[CH:24]([CH3:25])[CH3:23]. (2) Given the reactants [P:1](=[O:5])([OH:4])([OH:3])[OH:2].C=O.[NH2:8][C:9]([NH2:11])=[O:10], predict the reaction product. The product is: [CH2:9]=[O:10].[NH2:8][C:9]([NH2:11])=[O:10].[P:1]([O-:5])([O-:4])([O-:3])=[O:2]. (3) Given the reactants Br[C:2]1[C:3]2[CH:4]=[CH:5][C:6]3[N:7]([CH:15]=[C:16]([C:18]4[O:19][CH:20]=[N:21][N:22]=4)[N:17]=3)[C:8]=2[N:9]=[C:10]([CH:12]([CH3:14])[CH3:13])[CH:11]=1.P([O-])([O-])([O-])=O.[K+].[K+].[K+].[B-](F)(F)(F)[C:32]([CH3:34])=[CH2:33].[K+], predict the reaction product. The product is: [CH:12]([C:10]1[CH:11]=[C:2]([C:32]([CH3:34])=[CH2:33])[C:3]2[CH:4]=[CH:5][C:6]3[N:7]([CH:15]=[C:16]([C:18]4[O:19][CH:20]=[N:21][N:22]=4)[N:17]=3)[C:8]=2[N:9]=1)([CH3:14])[CH3:13]. (4) Given the reactants CCCC[N+](CCCC)(CCCC)CCCC.[F-].[CH2:19]([O:26][CH2:27][C@@H:28]1[C@@H:36]([C@@:37]2([CH3:60])[CH2:42][CH2:41][C@H:40]([O:43][Si](C(C)(C)C)(C)C)[CH2:39][C@@H:38]2[CH2:51][O:52][Si](C(C)(C)C)(C)C)[CH2:35][CH2:34][C@@:33]2([CH3:61])[C@H:29]1[CH2:30][CH2:31][C:32]2=[CH2:62])[C:20]1[CH:25]=[CH:24][CH:23]=[CH:22][CH:21]=1, predict the reaction product. The product is: [CH2:19]([O:26][CH2:27][C@@H:28]1[C@@H:36]([C@@:37]2([CH3:60])[CH2:42][CH2:41][C@H:40]([OH:43])[CH2:39][C@@H:38]2[CH2:51][OH:52])[CH2:35][CH2:34][C@@:33]2([CH3:61])[C@H:29]1[CH2:30][CH2:31][C:32]2=[CH2:62])[C:20]1[CH:21]=[CH:22][CH:23]=[CH:24][CH:25]=1. (5) Given the reactants Br[C:2]1[CH:3]=[N:4][C:5]([O:12][C:13]2[CH:18]=[CH:17][C:16]([F:19])=[CH:15][CH:14]=2)=[C:6]([CH:11]=1)[C:7]([O:9][CH3:10])=[O:8].[C-:20]#[N:21].[Na+], predict the reaction product. The product is: [C:20]([C:2]1[CH:3]=[N:4][C:5]([O:12][C:13]2[CH:18]=[CH:17][C:16]([F:19])=[CH:15][CH:14]=2)=[C:6]([CH:11]=1)[C:7]([O:9][CH3:10])=[O:8])#[N:21].